This data is from Buchwald-Hartwig C-N cross coupling reaction yields with 55,370 reactions. The task is: Predict the reaction yield, written as a fraction of the theoretical maximum amount of product (1.0 means a 100% yield; for example, 0.34 means a 34% yield). (1) The reactants are COc1ccc(I)cc1.Cc1ccc(N)cc1.O=S(=O)(O[Pd]1c2ccccc2-c2ccccc2N~1)C(F)(F)F.CC(C)c1cc(C(C)C)c(-c2ccccc2P(C2CCCCC2)C2CCCCC2)c(C(C)C)c1.CCN=P(N=P(N(C)C)(N(C)C)N(C)C)(N(C)C)N(C)C.c1ccc(-c2ccno2)cc1. No catalyst specified. The product is COc1ccc(Nc2ccc(C)cc2)cc1. The yield is 0.0545. (2) The reactants are Brc1cccnc1.Cc1ccc(N)cc1.O=S(=O)(O[Pd]1c2ccccc2-c2ccccc2N~1)C(F)(F)F.COc1ccc(OC)c(P([C@]23C[C@H]4C[C@H](C[C@H](C4)C2)C3)[C@]23C[C@H]4C[C@H](C[C@H](C4)C2)C3)c1-c1c(C(C)C)cc(C(C)C)cc1C(C)C.CN(C)C(=NC(C)(C)C)N(C)C.c1ccc(-c2cnoc2)cc1. No catalyst specified. The product is Cc1ccc(Nc2cccnc2)cc1. The yield is 0.453.